This data is from Peptide-MHC class II binding affinity with 134,281 pairs from IEDB. The task is: Regression. Given a peptide amino acid sequence and an MHC pseudo amino acid sequence, predict their binding affinity value. This is MHC class II binding data. (1) The peptide sequence is DIVSRISERVNRLIS. The MHC is DRB1_0101 with pseudo-sequence DRB1_0101. The binding affinity (normalized) is 0.696. (2) The peptide sequence is YNFATCGLIGLVTFL. The MHC is DRB5_0101 with pseudo-sequence DRB5_0101. The binding affinity (normalized) is 0.418.